This data is from Full USPTO retrosynthesis dataset with 1.9M reactions from patents (1976-2016). The task is: Predict the reactants needed to synthesize the given product. (1) Given the product [C:1]([C:3](=[CH:34][C:35]([CH3:45])([CH3:36])[CH2:38][N:39]1[CH2:44][CH2:43][O:42][CH2:41][CH2:40]1)[C:4]([N:6]1[CH2:10][CH2:9][CH2:8][C@@H:7]1[CH2:11][N:12]1[C:16]2[CH:17]=[CH:18][C:19]([CH2:21][OH:22])=[CH:20][C:15]=2[N:14]=[C:13]1[NH:23][C:24]([C:26]1[S:27][C:28]([CH:31]([F:32])[F:33])=[CH:29][CH:30]=1)=[O:25])=[O:5])#[N:2], predict the reactants needed to synthesize it. The reactants are: [C:1]([CH2:3][C:4]([N:6]1[CH2:10][CH2:9][CH2:8][C@@H:7]1[CH2:11][N:12]1[C:16]2[CH:17]=[CH:18][C:19]([CH2:21][OH:22])=[CH:20][C:15]=2[N:14]=[C:13]1[NH:23][C:24]([C:26]1[S:27][C:28]([CH:31]([F:33])[F:32])=[CH:29][CH:30]=1)=[O:25])=[O:5])#[N:2].[CH3:34][C:35]([CH3:45])([CH2:38][N:39]1[CH2:44][CH2:43][O:42][CH2:41][CH2:40]1)[CH:36]=O.N1CCCC1.Cl[Si](C)(C)C. (2) Given the product [CH3:1][O:2][C:3]([C:5]1[C:6]2[N:14]([CH3:15])[CH:13]=[CH:12][C:7]=2[C:8]([Cl:25])=[N:9][CH:10]=1)=[O:4], predict the reactants needed to synthesize it. The reactants are: [CH3:1][O:2][C:3]([C:5]1[C:6]2[N:14]([CH3:15])[CH:13]=[CH:12][C:7]=2[C:8](=O)[NH:9][CH:10]=1)=[O:4].P(Cl)([Cl:25])(OC1C=CC=CC=1)=O. (3) Given the product [C:1]([OH:13])(=[O:12])[CH2:2][C:3]([CH2:8][C:9]([OH:11])=[O:10])([C:5]([OH:7])=[O:6])[OH:4].[CH3:44][N:15]([CH3:14])[C:16]1([C:38]2[CH:43]=[CH:42][CH:41]=[CH:40][CH:39]=2)[CH2:21][CH2:20][CH:19]([CH2:22][NH:23][C:24]([NH:26][CH2:27][CH2:28][C:29]2[C:37]3[C:32](=[CH:33][CH:34]=[CH:35][CH:36]=3)[NH:31][CH:30]=2)=[S:25])[CH2:18][CH2:17]1, predict the reactants needed to synthesize it. The reactants are: [C:1]([O-:13])(=[O:12])[CH2:2][C:3]([CH2:8][C:9]([O-:11])=[O:10])([C:5]([O-:7])=[O:6])[OH:4].[CH3:14][N:15]([CH3:44])[C:16]1([C:38]2[CH:43]=[CH:42][CH:41]=[CH:40][CH:39]=2)[CH2:21][CH2:20][CH:19]([CH2:22][NH:23][C:24]([NH:26][CH2:27][CH2:28][C:29]2[C:37]3[C:32](=[CH:33][CH:34]=[CH:35][CH:36]=3)[NH:31][CH:30]=2)=[S:25])[CH2:18][CH2:17]1.C(O)(=O)CC(CC(O)=O)(C(O)=O)O.CCOCC. (4) Given the product [I:13][C:9]1[CH:8]=[C:7]([CH:12]=[CH:11][CH:10]=1)[CH2:6][C@@:5]1([CH3:18])[NH:4][C:2](=[O:3])[NH:1][C:14]1=[O:15], predict the reactants needed to synthesize it. The reactants are: [NH2:1][C:2]([NH:4][C@@:5]([CH3:18])([C:14](OC)=[O:15])[CH2:6][C:7]1[CH:12]=[CH:11][CH:10]=[C:9]([I:13])[CH:8]=1)=[O:3].C(=O)([O-])[O-].[K+].[K+]. (5) Given the product [CH2:20]([O:27][C:28]([N:30]1[CH2:35][CH2:34][CH:33]([CH2:36][CH2:37][Br:40])[CH2:32][CH2:31]1)=[O:29])[C:21]1[CH:26]=[CH:25][CH:24]=[CH:23][CH:22]=1, predict the reactants needed to synthesize it. The reactants are: C1(P(C2C=CC=CC=2)C2C=CC=CC=2)C=CC=CC=1.[CH2:20]([O:27][C:28]([N:30]1[CH2:35][CH2:34][CH:33]([CH2:36][CH2:37]O)[CH2:32][CH2:31]1)=[O:29])[C:21]1[CH:26]=[CH:25][CH:24]=[CH:23][CH:22]=1.C(Br)(Br)(Br)[Br:40]. (6) Given the product [CH3:21][O:20][C:18]1[CH:19]=[C:14]([CH:10]([N+:11]#[C-:12])[S:7]([C:4]2[CH:3]=[CH:2][C:1]([CH3:26])=[CH:6][CH:5]=2)(=[O:8])=[O:9])[CH:15]=[C:16]([O:24][CH3:25])[C:17]=1[O:22][CH3:23], predict the reactants needed to synthesize it. The reactants are: [C:1]1([CH3:26])[CH:6]=[CH:5][C:4]([S:7]([CH:10]([C:14]2[CH:19]=[C:18]([O:20][CH3:21])[C:17]([O:22][CH3:23])=[C:16]([O:24][CH3:25])[CH:15]=2)[NH:11][CH:12]=O)(=[O:9])=[O:8])=[CH:3][CH:2]=1.P(Cl)(Cl)(Cl)=O.C(N(CC)CC)C.